From a dataset of Full USPTO retrosynthesis dataset with 1.9M reactions from patents (1976-2016). Predict the reactants needed to synthesize the given product. (1) Given the product [NH2:1][C:2]1[N:6]([CH3:7])[C:5](=[O:8])[C@:4]([C:19]2[CH:24]=[CH:23][C:22]([F:25])=[C:21]([O:26][CH2:27][CH2:28][CH:29]=[C:30]([F:31])[F:32])[CH:20]=2)([C:9]2[CH:14]=[CH:13][C:12]([O:15][CH:16]([F:18])[F:17])=[CH:11][CH:10]=2)[N:3]=1, predict the reactants needed to synthesize it. The reactants are: [NH2:1][C:2]1[N:6]([CH3:7])[C:5](=[O:8])[C:4]([C:19]2[CH:24]=[CH:23][C:22]([F:25])=[C:21]([O:26][CH2:27][CH2:28][CH:29]=[C:30]([F:32])[F:31])[CH:20]=2)([C:9]2[CH:14]=[CH:13][C:12]([O:15][CH:16]([F:18])[F:17])=[CH:11][CH:10]=2)[N:3]=1. (2) Given the product [CH:1]([C:4]1[CH:11]=[CH:10][C:7]([CH2:8][N:15]2[CH:16]=[CH:17][CH:18]=[C:19]([C:20]([O:22][CH3:23])=[O:21])[C:14]2=[O:13])=[CH:6][CH:5]=1)([CH3:3])[CH3:2], predict the reactants needed to synthesize it. The reactants are: [CH:1]([C:4]1[CH:11]=[CH:10][C:7]([CH2:8]Br)=[CH:6][CH:5]=1)([CH3:3])[CH3:2].Cl.[O:13]=[C:14]1[C:19]([C:20]([O:22][CH3:23])=[O:21])=[CH:18][CH:17]=[CH:16][NH:15]1.[H-].[Na+]. (3) Given the product [C:32]([NH:31][C:27]1[CH:26]=[C:25]([CH:30]=[CH:29][CH:28]=1)[CH2:24][O:1][C:2]1[CH:3]=[C:4]2[C:9](=[CH:10][CH:11]=1)[C@H:8]([C:12]([O:14][CH3:15])=[O:13])[N:7]([C:16]([O:18][C:19]([CH3:22])([CH3:21])[CH3:20])=[O:17])[CH2:6][CH2:5]2)(=[O:34])[CH3:33], predict the reactants needed to synthesize it. The reactants are: [OH:1][C:2]1[CH:3]=[C:4]2[C:9](=[CH:10][CH:11]=1)[C@H:8]([C:12]([O:14][CH3:15])=[O:13])[N:7]([C:16]([O:18][C:19]([CH3:22])([CH3:21])[CH3:20])=[O:17])[CH2:6][CH2:5]2.O[CH2:24][C:25]1[CH:26]=[C:27]([NH:31][C:32](=[O:34])[CH3:33])[CH:28]=[CH:29][CH:30]=1.C1C=CC(P(C2C=CC=CC=2)C2C=CC=CC=2)=CC=1.CCOC(/N=N/C(OCC)=O)=O. (4) The reactants are: [CH2:1]([N:3]1[C:7]2=[N:8][CH:9]=[C:10]([C:19](O)=[O:20])[C:11]([NH:12][CH:13]3[CH2:18][CH2:17][O:16][CH2:15][CH2:14]3)=[C:6]2[CH:5]=[N:4]1)[CH3:2].C(Cl)CCl.C1C=CC2N(O)N=NC=2C=1.[NH2:36][C@H:37]([C:40]1[CH:45]=[CH:44][CH:43]=[CH:42][CH:41]=1)[CH2:38][OH:39]. Given the product [CH2:1]([N:3]1[C:7]2=[N:8][CH:9]=[C:10]([C:19]([NH:36][C@H:37]([C:40]3[CH:45]=[CH:44][CH:43]=[CH:42][CH:41]=3)[CH2:38][OH:39])=[O:20])[C:11]([NH:12][CH:13]3[CH2:18][CH2:17][O:16][CH2:15][CH2:14]3)=[C:6]2[CH:5]=[N:4]1)[CH3:2], predict the reactants needed to synthesize it. (5) Given the product [CH3:26][N:6]([CH3:5])[CH2:7][C@H:8]([CH3:25])[C@:9]([C:11]1[CH:16]=[CH:15][CH:14]=[C:13]([O:17][C:18](=[O:30])[C:19]2[CH:20]=[CH:21][CH:22]=[CH:23][CH:24]=2)[CH:12]=1)([OH:10])[CH2:1][CH3:2], predict the reactants needed to synthesize it. The reactants are: [CH2:1]([Mg]Br)[CH3:2].[CH3:5][N:6]([CH3:26])[CH2:7][C@H:8]([CH3:25])[C:9]([C:11]1[CH:16]=[CH:15][CH:14]=[C:13]([O:17][CH2:18][C:19]2[CH:24]=[CH:23][CH:22]=[CH:21][CH:20]=2)[CH:12]=1)=[O:10].C1C[O:30]CC1. (6) Given the product [CH3:27][N:19]([CH:17]1[CH2:16][N:15]([C:7]2[N:6]=[C:5]3[N:9]=[C:10]([Cl:14])[C:11]([Cl:13])=[CH:12][C:4]3=[N:3][C:2]=2[Cl:1])[CH2:18]1)[C:20](=[O:26])[O:21][C:22]([CH3:25])([CH3:23])[CH3:24], predict the reactants needed to synthesize it. The reactants are: [Cl:1][C:2]1[N:3]=[C:4]2[CH:12]=[C:11]([Cl:13])[C:10]([Cl:14])=[N:9][C:5]2=[N:6][C:7]=1Cl.[NH:15]1[CH2:18][CH:17]([N:19]([CH3:27])[C:20](=[O:26])[O:21][C:22]([CH3:25])([CH3:24])[CH3:23])[CH2:16]1.[NH4+].[Cl-]. (7) Given the product [NH2:31][CH2:32][C:33]([OH:35])=[O:34].[CH3:1][CH2:2][CH2:3][N:4]([C@@H:12]1[CH2:17][C:16]2[CH:18]=[CH:19][CH:20]=[C:21]([OH:22])[C:15]=2[CH2:14][CH2:13]1)[CH2:5][CH2:6][C:7]1[S:11][CH:10]=[CH:9][CH:8]=1.[NH:31]([C:29]([O:28][C:25]([CH3:27])([CH3:26])[CH3:24])=[O:30])[CH2:32][C:33]([OH:35])=[O:34].[CH3:1][CH2:2][CH2:3][N:4]([C@@H:12]1[CH2:17][C:16]2[CH:18]=[CH:19][CH:20]=[C:21]([OH:22])[C:15]=2[CH2:14][CH2:13]1)[CH2:5][CH2:6][C:7]1[S:11][CH:10]=[CH:9][CH:8]=1, predict the reactants needed to synthesize it. The reactants are: [CH3:1][CH2:2][CH2:3][N:4]([C@@H:12]1[CH2:17][C:16]2[CH:18]=[CH:19][CH:20]=[C:21]([OH:22])[C:15]=2[CH2:14][CH2:13]1)[CH2:5][CH2:6][C:7]1[S:11][CH:10]=[CH:9][CH:8]=1.Cl.[CH3:24][C:25]([O:28][C:29]([NH:31][CH2:32][C:33]([OH:35])=[O:34])=[O:30])([CH3:27])[CH3:26].C1CCC(N=C=NC2CCCCC2)CC1.Cl. (8) The reactants are: [Cl:1][C:2]1[S:3][C:4]([Cl:11])=[CH:5][C:6]=1[S:7](Cl)(=[O:9])=[O:8].[NH2:12][C:13]1[CH:14]=[C:15]([CH:25]=[CH:26][C:27]=1[O:28][CH3:29])[C:16]([NH:18][C:19]1[CH:24]=[CH:23][CH:22]=[CH:21][CH:20]=1)=[O:17]. Given the product [Cl:1][C:2]1[S:3][C:4]([Cl:11])=[CH:5][C:6]=1[S:7]([NH:12][C:13]1[CH:14]=[C:15]([CH:25]=[CH:26][C:27]=1[O:28][CH3:29])[C:16]([NH:18][C:19]1[CH:24]=[CH:23][CH:22]=[CH:21][CH:20]=1)=[O:17])(=[O:9])=[O:8], predict the reactants needed to synthesize it. (9) The reactants are: [CH3:1][C:2]1([CH3:12])[C:10]2[C:5](=[CH:6][CH:7]=[C:8]([CH3:11])[CH:9]=2)[NH:4][CH2:3]1.[Br:13]Br. Given the product [Br:13][C:7]1[CH:6]=[C:5]2[C:10]([C:2]([CH3:12])([CH3:1])[CH2:3][NH:4]2)=[CH:9][C:8]=1[CH3:11], predict the reactants needed to synthesize it.